This data is from Full USPTO retrosynthesis dataset with 1.9M reactions from patents (1976-2016). The task is: Predict the reactants needed to synthesize the given product. (1) The reactants are: [CH3:1][O:2][C:3](=[O:21])[CH:4]([S:12]([C:15]1[CH:20]=[CH:19][CH:18]=[CH:17][CH:16]=1)(=[O:14])=[O:13])[CH:5]1[CH2:10][CH2:9][CH2:8][C:7](=[O:11])[CH2:6]1.[H-].[Na+].C1C=CC(S(N(S(C2C=CC=CC=2)(=O)=O)[F:34])(=O)=O)=CC=1.O. Given the product [CH3:1][O:2][C:3](=[O:21])[C:4]([S:12]([C:15]1[CH:16]=[CH:17][CH:18]=[CH:19][CH:20]=1)(=[O:13])=[O:14])([F:34])[CH:5]1[CH2:10][CH2:9][CH2:8][C:7](=[O:11])[CH2:6]1, predict the reactants needed to synthesize it. (2) Given the product [CH2:1]([N:3]1[C:12]2[CH:11]=[C:10]3[O:13][CH2:14][O:15][C:9]3=[C:8]([N+:25]([O-:27])=[O:26])[C:7]=2[C:6](=[O:16])[C:5]([C:17]([OH:19])=[O:18])=[CH:4]1)[CH3:2], predict the reactants needed to synthesize it. The reactants are: [CH2:1]([N:3]1[C:12]2[CH:11]=[C:10]3[O:13][CH2:14][O:15][C:9]3=[CH:8][C:7]=2[C:6](=[O:16])[C:5]([C:17]([OH:19])=[O:18])=[CH:4]1)[CH3:2].OS(O)(=O)=O.[N+:25]([O-])([O-:27])=[O:26].[K+]. (3) Given the product [S:1]1[CH:5]=[CH:4][C:3]2[C:6]([N:10]3[CH2:11][CH2:12][N:13]([CH2:16][CH2:17][CH2:18][CH2:19][O:20][C:21]4[CH:30]=[C:29]5[C:24]([CH2:25][CH2:26][C:27](=[O:31])[N:28]5[CH2:32][OH:33])=[CH:23][CH:22]=4)[CH2:14][CH2:15]3)=[CH:7][CH:8]=[CH:9][C:2]1=2, predict the reactants needed to synthesize it. The reactants are: [S:1]1[CH:5]=[CH:4][C:3]2[C:6]([N:10]3[CH2:15][CH2:14][N:13]([CH2:16][CH2:17][CH2:18][CH2:19][O:20][C:21]4[CH:30]=[C:29]5[C:24]([CH2:25][CH2:26][C:27](=[O:31])[NH:28]5)=[CH:23][CH:22]=4)[CH2:12][CH2:11]3)=[CH:7][CH:8]=[CH:9][C:2]1=2.[CH2:32]=[O:33].C(N(CC)CC)C.O.